Predict the reaction yield, written as a fraction of the theoretical maximum amount of product (1.0 means a 100% yield; for example, 0.34 means a 34% yield). From a dataset of Reaction yield outcomes from USPTO patents with 853,638 reactions. (1) The reactants are N#N.[CH2:3]([N:10]1[CH2:15][CH2:14][CH2:13][CH2:12][CH:11]1[CH2:16][C:17]1[CH:22]=[CH:21][C:20](Br)=[CH:19][CH:18]=1)[C:4]1[CH:9]=[CH:8][CH:7]=[CH:6][CH:5]=1.C([Li])CCC.[CH3:29][C:30]1[NH:31][C:32]([CH3:41])=[CH:33][C:34]=1[C:35]1[CH:40]=[CH:39][CH:38]=[CH:37][N:36]=1. The catalyst is CCCCCC.CCOCC. The product is [CH3:29][C:30]1[NH:31][C:32]([CH3:41])=[CH:33][C:34]=1[C:35]1[CH:40]=[CH:39][CH:38]=[C:37]([C:20]2[CH:21]=[CH:22][C:17]([CH2:16][CH:11]3[CH2:12][CH2:13][CH2:14][CH2:15][N:10]3[CH2:3][C:4]3[CH:9]=[CH:8][CH:7]=[CH:6][CH:5]=3)=[CH:18][CH:19]=2)[N:36]=1. The yield is 0.160. (2) The reactants are Br[C:2]1[C:6]2[N:7]=[CH:8][N:9]=[C:10]([NH:11][C@@H:12]3[C:20]4[C:15](=[CH:16][CH:17]=[CH:18][CH:19]=4)[CH2:14][CH2:13]3)[C:5]=2[S:4][CH:3]=1.[Si:21]([O:38][C@H:39]1[CH:43]=[CH:42][O:41][C@@H:40]1[CH2:44][OH:45])([C:34]([CH3:37])([CH3:36])[CH3:35])([C:28]1[CH:33]=[CH:32][CH:31]=[CH:30][CH:29]=1)[C:22]1[CH:27]=[CH:26][CH:25]=[CH:24][CH:23]=1.C(N(CC)C(C)C)(C)C. The catalyst is O1CCOCC1. The product is [Si:21]([O:38][C:39]1[C@@H:40]([CH2:44][OH:45])[O:41][C@@H:42]([C:2]2[C:6]3[N:7]=[CH:8][N:9]=[C:10]([NH:11][C@@H:12]4[C:20]5[C:15](=[CH:16][CH:17]=[CH:18][CH:19]=5)[CH2:14][CH2:13]4)[C:5]=3[S:4][CH:3]=2)[CH:43]=1)([C:34]([CH3:37])([CH3:36])[CH3:35])([C:28]1[CH:33]=[CH:32][CH:31]=[CH:30][CH:29]=1)[C:22]1[CH:27]=[CH:26][CH:25]=[CH:24][CH:23]=1. The yield is 0.440. (3) The reactants are [F:1][C:2]([F:15])([CH2:8][C:9]1[CH:14]=[CH:13][CH:12]=[CH:11][CH:10]=1)[C:3](OCC)=[O:4].[BH4-].[Na+].O. The catalyst is CO.C(OCC)(=O)C. The product is [F:1][C:2]([F:15])([CH2:8][C:9]1[CH:14]=[CH:13][CH:12]=[CH:11][CH:10]=1)[CH2:3][OH:4]. The yield is 0.420. (4) The reactants are [CH2:1]([O:3][C:4]1[CH:5]=[C:6]2[C:11](=[C:12]([NH2:14])[CH:13]=1)[N:10]=[CH:9][CH:8]=[CH:7]2)[CH3:2].[C:15]1([S:21](Cl)(=[O:23])=[O:22])[CH:20]=[CH:19][CH:18]=[CH:17][CH:16]=1. The catalyst is CN(C1C=CN=CC=1)C. The product is [CH2:1]([O:3][C:4]1[CH:5]=[C:6]2[C:11](=[C:12]([NH:14][S:21]([C:15]3[CH:20]=[CH:19][CH:18]=[CH:17][CH:16]=3)(=[O:23])=[O:22])[CH:13]=1)[N:10]=[CH:9][CH:8]=[CH:7]2)[CH3:2]. The yield is 0.330. (5) The reactants are [CH3:1][O:2][C:3](=[O:13])[CH2:4][C:5]1[CH:10]=[CH:9][C:8]([CH2:11]Br)=[CH:7][CH:6]=1.[NH:14]1[CH2:18][CH2:17][CH2:16][CH2:15]1.C(=O)([O-])[O-].[K+].[K+].C(=O)([O-])O.[Na+]. The catalyst is CN1C(=O)CCC1. The yield is 0.620. The product is [CH3:1][O:2][C:3](=[O:13])[CH2:4][C:5]1[CH:10]=[CH:9][C:8]([CH2:11][N:14]2[CH2:18][CH2:17][CH2:16][CH2:15]2)=[CH:7][CH:6]=1. (6) The reactants are [CH2:1]([Li])[CH2:2][CH2:3][CH3:4].[CH3:6][C:7]1[CH2:8][C:9]2[C:14]([CH:15]=1)=[CH:13][CH:12]=[CH:11][C:10]=2[C:16]1[CH:21]=[CH:20][CH:19]=[CH:18][CH:17]=1.Br[CH:23](Br)[CH3:24]. The catalyst is C1(C)C=CC=CC=1.C1COCC1. The product is [CH3:4][C:3]1[CH:21]([CH2:23][CH2:24][CH:15]2[C:14]3[C:9](=[C:10]([C:16]4[CH:21]=[CH:20][CH:19]=[CH:18][CH:17]=4)[CH:11]=[CH:12][CH:13]=3)[CH:8]=[C:7]2[CH3:6])[C:20]2[C:1]([CH:2]=1)=[C:16]([C:10]1[CH:11]=[CH:12][CH:13]=[CH:14][CH:9]=1)[CH:17]=[CH:18][CH:19]=2. The yield is 0.0500. (7) The yield is 0.850. The reactants are [C:1]([C:4]1[C:5](=[O:20])[N:6]([CH2:15][CH2:16][N:17]([CH3:19])[CH3:18])[C:7]2[C:12]([C:13]=1O)=[CH:11][CH:10]=[CH:9][CH:8]=2)(=O)[CH3:2].O.[NH2:22][NH2:23]. The product is [CH3:18][N:17]([CH3:19])[CH2:16][CH2:15][N:6]1[C:7]2[CH:8]=[CH:9][CH:10]=[CH:11][C:12]=2[C:13]2[NH:22][N:23]=[C:1]([CH3:2])[C:4]=2[C:5]1=[O:20]. The catalyst is CN(C=O)C.